From a dataset of Forward reaction prediction with 1.9M reactions from USPTO patents (1976-2016). Predict the product of the given reaction. (1) Given the reactants [C:1]([N:8]1[CH2:11][CH:10]([CH2:12][OH:13])[CH2:9]1)([O:3][C:4]([CH3:7])([CH3:6])[CH3:5])=[O:2].[CH3:14][S:15](Cl)(=[O:17])=[O:16], predict the reaction product. The product is: [C:1]([N:8]1[CH2:9][CH:10]([CH2:12][O:13][S:15]([CH3:14])(=[O:17])=[O:16])[CH2:11]1)([O:3][C:4]([CH3:7])([CH3:6])[CH3:5])=[O:2]. (2) Given the reactants Cl[C:2]1[CH:7]=[CH:6][C:5]([C:8]#[N:9])=[CH:4][N:3]=1.[CH3:10][S-:11].[Na+].C1COCC1.C(OCC)(=O)C, predict the reaction product. The product is: [C:8]([C:5]1[CH:6]=[CH:7][C:2]([S:11][CH3:10])=[N:3][CH:4]=1)#[N:9].